This data is from Forward reaction prediction with 1.9M reactions from USPTO patents (1976-2016). The task is: Predict the product of the given reaction. (1) Given the reactants [CH3:1][C:2]1[O:6][C:5]([C:7]2[CH:12]=[CH:11][CH:10]=[CH:9][CH:8]=2)=[N:4][C:3]=1[CH2:13][O:14][C:15]1[CH:47]=[CH:46][C:18]2[C:19]([C:40]3[CH:45]=[CH:44][CH:43]=[CH:42][CH:41]=3)=[C:20]([CH2:22][O:23][C:24]3[C:28]([C:29]([O:31]CC)=[O:30])=[CH:27][N:26]([C:34]4[CH:39]=[CH:38][CH:37]=[CH:36][CH:35]=4)[N:25]=3)[O:21][C:17]=2[CH:16]=1.O1CCCC1.[OH-].[Na+].Cl, predict the reaction product. The product is: [CH3:1][C:2]1[O:6][C:5]([C:7]2[CH:8]=[CH:9][CH:10]=[CH:11][CH:12]=2)=[N:4][C:3]=1[CH2:13][O:14][C:15]1[CH:47]=[CH:46][C:18]2[C:19]([C:40]3[CH:41]=[CH:42][CH:43]=[CH:44][CH:45]=3)=[C:20]([CH2:22][O:23][C:24]3[C:28]([C:29]([OH:31])=[O:30])=[CH:27][N:26]([C:34]4[CH:35]=[CH:36][CH:37]=[CH:38][CH:39]=4)[N:25]=3)[O:21][C:17]=2[CH:16]=1. (2) Given the reactants [Br-].C1([P+](C2C=CC=CC=2)(C2C=CC=CC=2)[CH2:9][C:10]#[C:11][Si:12]([CH3:15])([CH3:14])[CH3:13])C=CC=CC=1.[CH:28]1(/[C:32](/C2C=CC=CC=2)=[C:33](/[C:50]2[CH:57]=[CH:56][C:53]([CH:54]=O)=[CH:52][CH:51]=2)\[C:34]2[CH:35]=[C:36]3[C:40](=[CH:41][CH:42]=2)[N:39]([CH:43]2[CH2:48][CH2:47][CH2:46][CH2:45][O:44]2)[N:38]=[C:37]3[F:49])[CH2:31][CH2:30][CH2:29]1, predict the reaction product. The product is: [CH:28]1(/[C:32](/[C:34]2[CH:35]=[CH:36][CH:40]=[CH:41][CH:42]=2)=[C:33](\[C:34]2[CH:35]=[C:36]3[C:40](=[CH:41][CH:42]=2)[N:39]([CH:43]2[CH2:48][CH2:47][CH2:46][CH2:45][O:44]2)[N:38]=[C:37]3[F:49])/[C:50]2[CH:57]=[CH:56][C:53](/[CH:54]=[CH:9]/[C:10]#[C:11][Si:12]([CH3:15])([CH3:13])[CH3:14])=[CH:52][CH:51]=2)[CH2:31][CH2:30][CH2:29]1. (3) Given the reactants [Cl:1][C:2]1[CH:3]=[CH:4][C:5]([OH:29])=[C:6]([CH:28]=1)[C:7]([NH:9][C:10]1[C:11]([C:24]([O:26]C)=[O:25])=[C:12]([C:15]2[CH:20]=[CH:19][C:18]([CH3:21])=[C:17]([F:22])[C:16]=2[F:23])[S:13][CH:14]=1)=[O:8].[OH-].[Li+], predict the reaction product. The product is: [Cl:1][C:2]1[CH:3]=[CH:4][C:5]([OH:29])=[C:6]([CH:28]=1)[C:7]([NH:9][C:10]1[C:11]([C:24]([OH:26])=[O:25])=[C:12]([C:15]2[CH:20]=[CH:19][C:18]([CH3:21])=[C:17]([F:22])[C:16]=2[F:23])[S:13][CH:14]=1)=[O:8]. (4) Given the reactants Br[C:2]1[CH:3]=[C:4]2[C:8](=[C:9]([C:11]([NH2:13])=[O:12])[CH:10]=1)[NH:7][CH:6]=[CH:5]2.[C:14]([C:17]1[CH:22]=[CH:21][C:20](B(O)O)=[CH:19][CH:18]=1)([OH:16])=[O:15].P([O-])([O-])([O-])=O.[K+].[K+].[K+].CO, predict the reaction product. The product is: [NH2:13][C:11]([C:9]1[CH:10]=[C:2]([C:20]2[CH:21]=[CH:22][C:17]([C:14]([OH:16])=[O:15])=[CH:18][CH:19]=2)[CH:3]=[C:4]2[C:8]=1[NH:7][CH:6]=[CH:5]2)=[O:12]. (5) Given the reactants C[O:2][C:3](=[O:44])[C:4]1[CH:9]=[CH:8][C:7]([O:10][CH2:11][CH2:12][CH2:13][O:14]/[N:15]=[CH:16]/[C:17]2[CH:22]=[CH:21][C:20]([C:23]([F:26])([F:25])[F:24])=[CH:19][CH:18]=2)=[CH:6][C:5]=1[NH:27][C:28](=[O:43])[C:29]1[CH:34]=[C:33]([C:35]([F:38])([F:37])[F:36])[CH:32]=[C:31]([C:39]([F:42])([F:41])[F:40])[CH:30]=1.CO.[OH-].[Li+], predict the reaction product. The product is: [F:36][C:35]([F:37])([F:38])[C:33]1[CH:34]=[C:29]([CH:30]=[C:31]([C:39]([F:41])([F:40])[F:42])[CH:32]=1)[C:28]([NH:27][C:5]1[CH:6]=[C:7]([O:10][CH2:11][CH2:12][CH2:13][O:14]/[N:15]=[CH:16]/[C:17]2[CH:18]=[CH:19][C:20]([C:23]([F:24])([F:25])[F:26])=[CH:21][CH:22]=2)[CH:8]=[CH:9][C:4]=1[C:3]([OH:44])=[O:2])=[O:43]. (6) The product is: [Br:1][C:2]1[CH:3]=[CH:4][CH:5]=[C:6]([CH2:8][O:9][Si:15]([C:18]([CH3:21])([CH3:20])[CH3:19])([CH3:17])[CH3:16])[N:7]=1. Given the reactants [Br:1][C:2]1[N:7]=[C:6]([CH2:8][OH:9])[CH:5]=[CH:4][CH:3]=1.N1C=CN=C1.[Si:15](Cl)([C:18]([CH3:21])([CH3:20])[CH3:19])([CH3:17])[CH3:16].O, predict the reaction product. (7) Given the reactants [C:1]1(O)[C:10]2[C:5](=[CH:6][CH:7]=[CH:8][CH:9]=2)[CH:4]=[CH:3][CH:2]=1.C1(=O)C2C(=CC=CC=2)C(=O)C=C1.C1(O)C2C(=CC=CC=2)C(O)=CC=1, predict the reaction product. The product is: [CH:9]1[C:10]2[C:5](=[CH:4][CH:3]=[CH:2][CH:1]=2)[CH:6]=[CH:7][CH:8]=1. (8) Given the reactants [OH:1][C:2]1[CH:7]=[CH:6][C:5]([C:8]2[CH:13]=[CH:12][C:11]([N+:14]([O-:16])=[O:15])=[CH:10][CH:9]=2)=[CH:4][CH:3]=1.[CH3:17][O:18][C:19](=[O:29])[CH:20](O)[CH2:21][C:22]1[CH:27]=[CH:26][CH:25]=[CH:24][CH:23]=1.C1(P(C2C=CC=CC=2)C2C=CC=CC=2)C=CC=CC=1.N(C(OC(C)C)=O)=NC(OC(C)C)=O, predict the reaction product. The product is: [CH3:17][O:18][C:19](=[O:29])[CH:20]([O:1][C:2]1[CH:3]=[CH:4][C:5]([C:8]2[CH:13]=[CH:12][C:11]([N+:14]([O-:16])=[O:15])=[CH:10][CH:9]=2)=[CH:6][CH:7]=1)[CH2:21][C:22]1[CH:23]=[CH:24][CH:25]=[CH:26][CH:27]=1.